Dataset: Peptide-MHC class I binding affinity with 185,985 pairs from IEDB/IMGT. Task: Regression. Given a peptide amino acid sequence and an MHC pseudo amino acid sequence, predict their binding affinity value. This is MHC class I binding data. (1) The peptide sequence is VQIPEKKCF. The MHC is HLA-A69:01 with pseudo-sequence HLA-A69:01. The binding affinity (normalized) is 0.0847. (2) The peptide sequence is SVNCFTSLVWAPL. The MHC is HLA-B42:01 with pseudo-sequence HLA-B42:01. The binding affinity (normalized) is 0.374. (3) The peptide sequence is RRSLKAFFSW. The MHC is Mamu-B17 with pseudo-sequence Mamu-B17. The binding affinity (normalized) is 0.640. (4) The peptide sequence is AYSNNTIAI. The MHC is HLA-A26:01 with pseudo-sequence HLA-A26:01. The binding affinity (normalized) is 0. (5) The peptide sequence is GTAHSHLVL. The MHC is HLA-B57:01 with pseudo-sequence HLA-B57:01. The binding affinity (normalized) is 0.0847. (6) The peptide sequence is SAFGGGNAF. The MHC is HLA-B46:01 with pseudo-sequence HLA-B46:01. The binding affinity (normalized) is 0.666. (7) The MHC is HLA-A11:01 with pseudo-sequence HLA-A11:01. The peptide sequence is TLDESFLGR. The binding affinity (normalized) is 0.399. (8) The peptide sequence is ILNRKAIDF. The MHC is HLA-B15:17 with pseudo-sequence HLA-B15:17. The binding affinity (normalized) is 0.0847. (9) The peptide sequence is ITTAAPTSAPV. The MHC is Mamu-A01 with pseudo-sequence Mamu-A01. The binding affinity (normalized) is 0. (10) The peptide sequence is KPESRPFDL. The MHC is HLA-B35:01 with pseudo-sequence HLA-B35:01. The binding affinity (normalized) is 0.246.